From a dataset of Forward reaction prediction with 1.9M reactions from USPTO patents (1976-2016). Predict the product of the given reaction. (1) Given the reactants [C:1]1([S:7]([N:10]2[C:18]3[C:13](=[CH:14][C:15]([OH:19])=[CH:16][CH:17]=3)[CH:12]=[CH:11]2)(=[O:9])=[O:8])[CH:6]=[CH:5][CH:4]=[CH:3][CH:2]=1.[CH2:20]=[O:21].[OH-].[K+].Cl, predict the reaction product. The product is: [OH:21][CH2:20][C:14]1[C:15]([OH:19])=[CH:16][CH:17]=[C:18]2[C:13]=1[CH:12]=[CH:11][N:10]2[S:7]([C:1]1[CH:2]=[CH:3][CH:4]=[CH:5][CH:6]=1)(=[O:8])=[O:9]. (2) The product is: [Cl:5][C:6]1[CH:11]=[CH:10][C:9]([C:12]2[CH:13]=[CH:14][C:15]([C:18]#[C:19][C:20]3[CH:29]=[CH:28][C:27]4[C:22](=[CH:23][CH:24]=[C:25]([CH2:30][N:37]5[CH2:41][CH2:40][CH2:39][CH2:38]5)[CH:26]=4)[CH:21]=3)=[N:16][CH:17]=2)=[CH:8][CH:7]=1. Given the reactants S(Cl)(Cl)=O.[Cl:5][C:6]1[CH:11]=[CH:10][C:9]([C:12]2[CH:13]=[CH:14][C:15]([C:18]#[C:19][C:20]3[CH:21]=[C:22]4[C:27](=[CH:28][CH:29]=3)[CH:26]=[C:25]([CH2:30]O)[CH:24]=[CH:23]4)=[N:16][CH:17]=2)=[CH:8][CH:7]=1.C([O-])(O)=O.[Na+].[NH:37]1[CH2:41][CH2:40][CH2:39][CH2:38]1, predict the reaction product. (3) Given the reactants [CH3:1][C:2]1[N:3]([C:8]2[N:13]=[C:12]([C:14]3[C:19]([O:20][CH3:21])=[CH:18][C:17]([CH:22]=[CH:23][CH2:24][N:25]([CH3:27])[CH3:26])=[C:16]([O:28][CH3:29])[CH:15]=3)[CH:11]=[CH:10][CH:9]=2)[C:4]([CH3:7])=[CH:5][CH:6]=1.[H][H], predict the reaction product. The product is: [CH3:7][C:4]1[N:3]([C:8]2[N:13]=[C:12]([C:14]3[C:19]([O:20][CH3:21])=[CH:18][C:17]([CH2:22][CH2:23][CH2:24][N:25]([CH3:27])[CH3:26])=[C:16]([O:28][CH3:29])[CH:15]=3)[CH:11]=[CH:10][CH:9]=2)[C:2]([CH3:1])=[CH:6][CH:5]=1. (4) Given the reactants [Br:1][C:2]1[CH:3]=[C:4]([CH:8]=[C:9]([Cl:11])[CH:10]=1)[C:5]([OH:7])=O.CN(C(ON1N=NC2C=CC=NC1=2)=[N+](C)C)C.F[P-](F)(F)(F)(F)F.CCN(C(C)C)C(C)C.[CH3:45][C:46]([NH2:50])([CH2:48]C)[CH3:47], predict the reaction product. The product is: [Br:1][C:2]1[CH:3]=[C:4]([CH:8]=[C:9]([Cl:11])[CH:10]=1)[C:5]([NH:50][C:46]([CH3:48])([CH3:47])[CH3:45])=[O:7]. (5) Given the reactants C(=O)([O-])[O-].[Na+].[Na+].[Cl:7][C:8]1[C:13]([NH2:14])=[CH:12][CH:11]=[C:10]([Cl:15])[N:9]=1.[C:16](Cl)(Cl)=[S:17], predict the reaction product. The product is: [Cl:7][C:8]1[C:13]([N:14]=[C:16]=[S:17])=[CH:12][CH:11]=[C:10]([Cl:15])[N:9]=1. (6) Given the reactants [C:1]1([N:7]2[CH:15]=[C:14]3[C:9]([CH:10]=[C:11]([C:16]4[CH:17]=[C:18]([CH:26]5[CH2:31][CH2:30][NH:29][CH2:28][CH2:27]5)[N:19]5[C:24]=4[C:23]([NH2:25])=[N:22][CH:21]=[N:20]5)[CH:12]=[CH:13]3)=[N:8]2)[CH:6]=[CH:5][CH:4]=[CH:3][CH:2]=1.CCN=C=N[CH2:37][CH2:38][CH2:39][N:40](C)C.Cl.C1C=CC2N(O)N=NC=2C=1.C(N(CC)C(C)C)(C)C.CN([CH:66]=[O:67])C, predict the reaction product. The product is: [NH2:40][C:39]1([C:66]([N:29]2[CH2:30][CH2:31][CH:26]([C:18]3[N:19]4[C:24]([C:23]([NH2:25])=[N:22][CH:21]=[N:20]4)=[C:16]([C:11]4[CH:12]=[CH:13][C:14]5[C:9]([CH:10]=4)=[N:8][N:7]([C:1]4[CH:2]=[CH:3][CH:4]=[CH:5][CH:6]=4)[CH:15]=5)[CH:17]=3)[CH2:27][CH2:28]2)=[O:67])[CH2:37][CH2:38]1.